From a dataset of Retrosynthesis with 50K atom-mapped reactions and 10 reaction types from USPTO. Predict the reactants needed to synthesize the given product. Given the product O=Cc1cccc(COc2cccc(Br)c2)c1, predict the reactants needed to synthesize it. The reactants are: O=Cc1cccc(CBr)c1.Oc1cccc(Br)c1.